This data is from Catalyst prediction with 721,799 reactions and 888 catalyst types from USPTO. The task is: Predict which catalyst facilitates the given reaction. (1) Reactant: [NH:1]1[CH2:6][CH2:5][NH:4][CH2:3][CH2:2]1.Cl[C:8]1[CH:13]=[CH:12][C:11]([C:14]([F:17])([F:16])[F:15])=[CH:10][N:9]=1. Product: [F:15][C:14]([F:17])([F:16])[C:11]1[CH:12]=[CH:13][C:8]([N:1]2[CH2:6][CH2:5][NH:4][CH2:3][CH2:2]2)=[N:9][CH:10]=1. The catalyst class is: 1. (2) Reactant: COC1C=CC(P2(SP(C3C=CC(OC)=CC=3)(=S)S2)=[S:10])=CC=1.[C:23]([C:27]1[CH:51]=[CH:50][C:30]([CH2:31][N:32]2[CH2:36][CH2:35][N:34]([CH2:37][C:38]3[CH:43]=[CH:42][C:41]([NH:44][S:45]([CH3:48])(=[O:47])=[O:46])=[CH:40][CH:39]=3)[C:33]2=O)=[CH:29][CH:28]=1)([CH3:26])([CH3:25])[CH3:24].C1(C)C=CC=CC=1. Product: [C:23]([C:27]1[CH:51]=[CH:50][C:30]([CH2:31][N:32]2[CH2:36][CH2:35][N:34]([CH2:37][C:38]3[CH:43]=[CH:42][C:41]([NH:44][S:45]([CH3:48])(=[O:47])=[O:46])=[CH:40][CH:39]=3)[C:33]2=[S:10])=[CH:29][CH:28]=1)([CH3:26])([CH3:25])[CH3:24]. The catalyst class is: 6. (3) Reactant: [CH3:1][C:2]1[CH:3]=[C:4]([C:9]2[N:10]=[C:11]([NH2:20])[S:12][C:13]=2[C:14]2[CH:19]=[CH:18][N:17]=[CH:16][CH:15]=2)[CH:5]=[C:6]([CH3:8])[CH:7]=1.[CH2:21]([N:24]=[C:25]=[O:26])[CH2:22][CH3:23].C(=O)([O-])O.[Na+]. Product: [CH3:1][C:2]1[CH:3]=[C:4]([C:9]2[N:10]=[C:11]([NH:20][C:25]([NH:24][CH2:21][CH2:22][CH3:23])=[O:26])[S:12][C:13]=2[C:14]2[CH:19]=[CH:18][N:17]=[CH:16][CH:15]=2)[CH:5]=[C:6]([CH3:8])[CH:7]=1. The catalyst class is: 80.